From a dataset of Forward reaction prediction with 1.9M reactions from USPTO patents (1976-2016). Predict the product of the given reaction. (1) Given the reactants [Cl:1][C:2]1[CH:7]=[C:6]([Cl:8])[CH:5]=[CH:4][C:3]=1[CH2:9][CH2:10][NH:11][C:12]1[N:17]=[C:16]([O:18][CH3:19])[N:15]=[C:14]([C:20]2[CH:21]=[C:22]([C:26]([CH3:31])([CH3:30])[C:27]([OH:29])=[O:28])[CH:23]=[CH:24][CH:25]=2)[CH:13]=1.CN(C(ON1N=NC2C=CC=CC1=2)=[N+](C)C)C.F[P-](F)(F)(F)(F)F.[CH3:56][N:57]([CH3:61])[CH2:58][CH2:59]O, predict the reaction product. The product is: [CH3:56][N:57]([CH3:61])[CH2:58][CH2:59][O:28][C:27](=[O:29])[C:26]([C:22]1[CH:23]=[CH:24][CH:25]=[C:20]([C:14]2[CH:13]=[C:12]([NH:11][CH2:10][CH2:9][C:3]3[CH:4]=[CH:5][C:6]([Cl:8])=[CH:7][C:2]=3[Cl:1])[N:17]=[C:16]([O:18][CH3:19])[N:15]=2)[CH:21]=1)([CH3:31])[CH3:30]. (2) Given the reactants Br[CH:2]([CH2:6][CH2:7]Br)[C:3]([NH2:5])=[O:4].[H-].[Na+].[F:11][C:12]1[CH:25]=[CH:24][C:15]([O:16][C:17]2[CH:22]=[CH:21][C:20]([OH:23])=[CH:19][CH:18]=2)=[CH:14][CH:13]=1, predict the reaction product. The product is: [F:11][C:12]1[CH:25]=[CH:24][C:15]([O:16][C:17]2[CH:22]=[CH:21][C:20]([O:23][CH:2]3[CH2:6][CH2:7][NH:5][C:3]3=[O:4])=[CH:19][CH:18]=2)=[CH:14][CH:13]=1. (3) The product is: [NH2:14][C:15]1[CH:16]=[CH:17][C:18]([F:32])=[C:19]([C@:21]2([CH3:31])[C:27]([F:28])([F:29])[CH2:26][O:25][CH2:24][C:23](=[O:30])[NH:22]2)[CH:20]=1. Given the reactants C(=[N:14][C:15]1[CH:16]=[CH:17][C:18]([F:32])=[C:19]([C@:21]2([CH3:31])[C:27]([F:29])([F:28])[CH2:26][O:25][CH2:24][C:23](=[O:30])[NH:22]2)[CH:20]=1)(C1C=CC=CC=1)C1C=CC=CC=1.Cl.C([O-])(O)=O.[Na+], predict the reaction product. (4) Given the reactants [Cl:1][C:2]1[CH:10]=[CH:9][C:5]([C:6]([OH:8])=O)=[C:4]([CH:11]=[O:12])[CH:3]=1.Cl.CN(C)CCCN=C=NCC.[NH:25]1[CH2:30][CH2:29][O:28][CH2:27][CH2:26]1, predict the reaction product. The product is: [Cl:1][C:2]1[CH:10]=[CH:9][C:5]([C:6]([N:25]2[CH2:30][CH2:29][O:28][CH2:27][CH2:26]2)=[O:8])=[C:4]([CH:3]=1)[CH:11]=[O:12]. (5) Given the reactants C1C=CC=CC=1.[C:7]1([CH3:15])[CH:12]=[C:11]([CH3:13])[CH:10]=[C:9]([CH3:14])[CH:8]=1.O=O.C1(C2C=CC=CC=2)C=CC=CC=1.CC1C=C(C)C=C(C)C=1C1C=CC=CC=1.CC1C=C(C)C=C(C)C=1CC1C=C(C)C=C(C)C=1.C1([OH:69])C=CC=CC=1, predict the reaction product. The product is: [CH3:15][C:7]1[CH:12]=[C:11]([CH3:13])[CH:10]=[C:9]([CH3:14])[C:8]=1[OH:69]. (6) Given the reactants [F:1][C:2]1[CH:3]=[C:4]([CH:10]=[CH:11][C:12]=1F)[C:5]([O:7]CC)=[O:6].[NH:14]1[CH:18]=[N:17][CH:16]=[N:15]1.C([O-])([O-])=O.[K+].[K+].O, predict the reaction product. The product is: [F:1][C:2]1[CH:3]=[C:4]([CH:10]=[CH:11][C:12]=1[N:14]1[CH:18]=[N:17][CH:16]=[N:15]1)[C:5]([OH:7])=[O:6]. (7) Given the reactants [CH2:1]([OH:7])[CH2:2][CH2:3][CH2:4][CH2:5][CH3:6].[CH:8](O)=[O:9].[C:11]([OH:14])(=[O:13])[CH3:12], predict the reaction product. The product is: [CH:8]([O:7][CH2:1][CH2:2][CH2:3][CH2:4][CH2:5][CH3:6])=[O:9].[C:11]([O:14][CH2:1][CH2:2][CH2:3][CH2:4][CH2:5][CH3:6])(=[O:13])[CH3:12]. (8) Given the reactants [CH3:1][C:2]1[C:3](=[O:16])[NH:4][C:5](=[O:15])[N:6]([C:8]([O:10][C:11]([CH3:14])([CH3:13])[CH3:12])=[O:9])[CH:7]=1.C(=O)([O-])[O-].[Cs+].[Cs+].Br[CH2:24][CH:25]1[CH2:27][CH2:26]1, predict the reaction product. The product is: [CH:25]1([CH2:24][N:4]2[C:3](=[O:16])[C:2]([CH3:1])=[CH:7][N:6]([C:8]([O:10][C:11]([CH3:12])([CH3:14])[CH3:13])=[O:9])[C:5]2=[O:15])[CH2:27][CH2:26]1.